From a dataset of Forward reaction prediction with 1.9M reactions from USPTO patents (1976-2016). Predict the product of the given reaction. The product is: [CH:1]1([NH:4][C:5]([CH:7]2[CH2:10][CH:9]([CH2:11][CH:12]([CH3:14])[CH3:13])[CH2:8]2)=[S:24])[CH2:3][CH2:2]1. Given the reactants [CH:1]1([NH:4][C:5]([CH:7]2[CH2:10][CH:9]([CH2:11][CH:12]([CH3:14])[CH3:13])[CH2:8]2)=O)[CH2:3][CH2:2]1.COC1C=CC(P2(SP(C3C=CC(OC)=CC=3)(=S)S2)=[S:24])=CC=1, predict the reaction product.